This data is from Catalyst prediction with 721,799 reactions and 888 catalyst types from USPTO. The task is: Predict which catalyst facilitates the given reaction. (1) Reactant: C[O-].[Na+].[C:4]([C:6]1[CH:11]=[N:10][CH:9]=[CH:8][N:7]=1)#[N:5].[Cl-:12].[NH4+:13].C(OC)(C)(C)C. Product: [ClH:12].[N:7]1[CH:8]=[CH:9][N:10]=[CH:11][C:6]=1[C:4]([NH2:13])=[NH:5]. The catalyst class is: 5. (2) Reactant: [CH3:1][O:2][C:3]1([C:21]2[CH:26]=[CH:25][CH:24]=[CH:23][CH:22]=2)[CH2:8][CH2:7][C:6]2[C:9]([C:18]([OH:20])=O)=[CH:10][C:11]3[N:12]([CH3:17])[C:13]([CH3:16])=[N:14][C:15]=3[C:5]=2[O:4]1.CN(C(O[N:42]1N=[N:42][C:37]2[CH:38]=[CH:39][CH:39]=[CH:38][C:37]1=2)=[N+](C)C)C.[B-](F)(F)(F)F.CCN(C(C)C)C(C)C.N1CCC1. Product: [N:42]1([C:18]([C:9]2[C:6]3[CH2:7][CH2:8][C:3]([O:2][CH3:1])([C:21]4[CH:26]=[CH:25][CH:24]=[CH:23][CH:22]=4)[O:4][C:5]=3[C:15]3[N:14]=[C:13]([CH3:16])[N:12]([CH3:17])[C:11]=3[CH:10]=2)=[O:20])[CH2:39][CH2:38][CH2:37]1. The catalyst class is: 35.